This data is from Catalyst prediction with 721,799 reactions and 888 catalyst types from USPTO. The task is: Predict which catalyst facilitates the given reaction. Reactant: [F:1][C:2]([F:12])([F:11])[C:3]1[CH:10]=[CH:9][CH:8]=[CH:7][C:4]=1[CH2:5][NH2:6].[CH2:13]1[O:16][CH:14]1[CH3:15].FC(F)(F)S([O-])(=O)=O.[Ca+2].FC(F)(F)S([O-])(=O)=O. Product: [F:1][C:2]([F:11])([F:12])[C:3]1[CH:10]=[CH:9][CH:8]=[CH:7][C:4]=1[CH2:5][NH:6][CH2:13][CH:14]([OH:16])[CH3:15]. The catalyst class is: 23.